From a dataset of KCNQ2 potassium channel screen with 302,405 compounds. Binary Classification. Given a drug SMILES string, predict its activity (active/inactive) in a high-throughput screening assay against a specified biological target. (1) The molecule is O(c1c([N+]([O-])=O)c(=O)[nH]c(c1)C)C(=O)c1cc(ccc1)C. The result is 0 (inactive). (2) The drug is O=C(N1c2c(NC(=O)C1)cccc2)CNCc1ccccc1. The result is 0 (inactive). (3) The molecule is o1c(CNC(=O)c2ccc(OCC)cc2)ccc1. The result is 0 (inactive). (4) The compound is O=C(NC1CCCC1)C(N(Cc1ccccc1)C(=O)CCC(=O)Nc1noc(c1)C)c1occc1. The result is 0 (inactive). (5) The molecule is O(C(=O)C1CN(C(=O)C1)c1ccc(cc1)CC)CC(=O)NNC(=O)c1ccccc1. The result is 0 (inactive). (6) The drug is S=C(Nc1ccc(Cc2ccncc2)cc1)NC(=O)c1c(F)cccc1. The result is 0 (inactive). (7) The drug is O1CCN(CC1)c1c(OCC)cc(NC(=O)Cc2ccccc2)c(OCC)c1. The result is 1 (active).